From a dataset of Reaction yield outcomes from USPTO patents with 853,638 reactions. Predict the reaction yield, written as a fraction of the theoretical maximum amount of product (1.0 means a 100% yield; for example, 0.34 means a 34% yield). (1) The reactants are Br[C:2]1[C:3]([C:9]#[C:10][C:11]2[N:15]([CH2:16][C:17]3[CH:22]=[CH:21][C:20]([Cl:23])=[C:19]([F:24])[CH:18]=3)[N:14]=[CH:13][CH:12]=2)=[CH:4][C:5]([NH2:8])=[N:6][CH:7]=1.[O:25]([C:27]1[CH:28]=[C:29]([N:42]2[CH2:47][CH2:46][N:45]([CH3:48])[CH2:44][CH2:43]2)[CH:30]=[CH:31][C:32]=1B1OC(C)(C)C(C)(C)O1)[CH3:26]. No catalyst specified. The product is [Cl:23][C:20]1[CH:21]=[CH:22][C:17]([CH2:16][N:15]2[C:11]([C:10]#[C:9][C:3]3[C:2]([C:32]4[CH:31]=[CH:30][C:29]([N:42]5[CH2:43][CH2:44][N:45]([CH3:48])[CH2:46][CH2:47]5)=[CH:28][C:27]=4[O:25][CH3:26])=[CH:7][N:6]=[C:5]([NH2:8])[CH:4]=3)=[CH:12][CH:13]=[N:14]2)=[CH:18][C:19]=1[F:24]. The yield is 0.490. (2) The reactants are Br[C:2]1[CH:3]=[CH:4][C:5]2[NH:6][C:7]3[C:12]([C:13]=2[CH:14]=1)=[CH:11][CH:10]=[CH:9][CH:8]=3.[C:15]1([N:21]2[C:33]3[CH:32]=[CH:31][C:30](B([O-])[O-])=[CH:29][C:28]=3[C:27]3[C:22]2=[CH:23][CH:24]=[CH:25][CH:26]=3)[CH:20]=[CH:19][CH:18]=[CH:17][CH:16]=1.C1(C)C=CC=CC=1P(C1C=CC=CC=1C)C1C=CC=CC=1C.COC(OC)(O)C.C(=O)([O-])[O-].[K+].[K+]. The catalyst is C1(C)C=CC=CC=1.C([O-])(=O)C.[Pd+2].C([O-])(=O)C. The product is [C:15]1([N:21]2[C:33]3[CH:32]=[CH:31][C:30]([C:2]4[CH:3]=[CH:4][C:5]5[NH:6][C:7]6[C:12]([C:13]=5[CH:14]=4)=[CH:11][CH:10]=[CH:9][CH:8]=6)=[CH:29][C:28]=3[C:27]3[C:22]2=[CH:23][CH:24]=[CH:25][CH:26]=3)[CH:20]=[CH:19][CH:18]=[CH:17][CH:16]=1. The yield is 0.800. (3) The reactants are [C:1]([O:5][C:6](=[O:12])[C@H:7]1[CH2:11][CH2:10][CH2:9][NH:8]1)([CH3:4])([CH3:3])[CH3:2].[C:13]([OH:22])(=O)[CH2:14]/[CH:15]=[CH:16]/[CH2:17][C:18]([OH:20])=O.[CH3:23][CH2:24][OH:25]. The catalyst is CCOC(C)=O. The product is [C:1]([O:5][C:6]([C@H:7]1[CH2:11][CH2:10][CH2:9][N:8]1[C:18](=[O:20])[CH2:17]/[CH:16]=[CH:15]/[CH2:14][C:13]([N:8]1[CH2:7][CH2:11][CH2:10][C@@H:23]1[C:24]([O:5][C:1]([CH3:4])([CH3:3])[CH3:2])=[O:25])=[O:22])=[O:12])([CH3:4])([CH3:2])[CH3:3]. The yield is 0.770. (4) The reactants are Cl.[C:2](=[NH:6])([NH2:5])[CH2:3][CH3:4].C[O-].[Na+].[C:10]([C:12]1[CH:17]=[CH:16][CH:15]=[CH:14][C:13]=1[C:18]1[CH:23]=[CH:22][C:21]([CH2:24][CH:25]([C:30](=O)[CH2:31][CH2:32][CH2:33][CH3:34])[C:26](OC)=[O:27])=[CH:20][CH:19]=1)#[N:11]. The catalyst is CO. The product is [CH2:31]([C:30]1[N:6]=[C:2]([CH2:3][CH3:4])[NH:5][C:26](=[O:27])[C:25]=1[CH2:24][C:21]1[CH:20]=[CH:19][C:18]([C:13]2[C:12]([C:10]#[N:11])=[CH:17][CH:16]=[CH:15][CH:14]=2)=[CH:23][CH:22]=1)[CH2:32][CH2:33][CH3:34]. The yield is 0.830.